This data is from Catalyst prediction with 721,799 reactions and 888 catalyst types from USPTO. The task is: Predict which catalyst facilitates the given reaction. (1) Reactant: [O:1]=[C:2]1[CH:6]=[C:5]([C@H:7]2[CH2:12][CH2:11][N:10]([C:13]([O:15][CH3:16])=[O:14])[C@@H:9]([C:17]3[CH:22]=[C:21]([F:23])[C:20]([F:24])=[CH:19][C:18]=3[F:25])[CH2:8]2)[O:4][NH:3]1.[O:26]=[C:27]1[CH:31]=[C:30]([C@@H:32]2[CH2:37][CH2:36][N:35]([C:38]([O:40][CH3:41])=[O:39])[C@@H:34]([C:42]3[CH:47]=[C:46]([F:48])[C:45]([F:49])=[CH:44][C:43]=3[F:50])[CH2:33]2)[O:29][NH:28]1.CCCCCCC.CC(O)C. Product: [O:1]=[C:2]1[CH:6]=[C:5]([C@H:7]2[CH2:12][CH2:11][N:10]([C:13]([O:15][CH3:16])=[O:14])[C@@H:9]([C:17]3[CH:22]=[C:21]([F:23])[C:20]([F:24])=[CH:19][C:18]=3[F:25])[CH2:8]2)[O:4][NH:3]1.[O:26]=[C:27]1[CH:31]=[C:30]([C@H:32]2[CH2:37][CH2:36][N:35]([C:38]([O:40][CH3:41])=[O:39])[C@H:34]([C:42]3[CH:47]=[C:46]([F:48])[C:45]([F:49])=[CH:44][C:43]=3[F:50])[CH2:33]2)[O:29][NH:28]1. The catalyst class is: 10. (2) Reactant: C([Li])(C)(C)C.Br[C:7]1[N:12]=[C:11]([CH3:13])[C:10]([O:14][CH3:15])=[C:9]([CH3:16])[CH:8]=1.[Br:17][C:18]1[CH:19]=[C:20](/[C:24](/[C:32]2[CH:37]=[CH:36][CH:35]=[C:34]([F:38])[C:33]=2[C:39]#[N:40])=[N:25]\S(C(C)(C)C)=O)[CH:21]=[CH:22][CH:23]=1.Cl.CO. Product: [Br:17][C:18]1[CH:19]=[C:20]([C:24]2([C:7]3[CH:8]=[C:9]([CH3:16])[C:10]([O:14][CH3:15])=[C:11]([CH3:13])[N:12]=3)[C:32]3[C:33](=[C:34]([F:38])[CH:35]=[CH:36][CH:37]=3)[C:39]([NH2:40])=[N:25]2)[CH:21]=[CH:22][CH:23]=1. The catalyst class is: 1. (3) Product: [Br:1][C:2]1[CH:3]=[C:4]2[C:8](=[CH:9][CH:10]=1)[C:7](=[O:11])[NH:17][CH2:6][CH2:5]2. The catalyst class is: 2. Reactant: [Br:1][C:2]1[CH:3]=[C:4]2[C:8](=[CH:9][CH:10]=1)[C:7](=[O:11])[CH2:6][CH2:5]2.CS(O)(=O)=O.[N-:17]=[N+]=[N-].[Na+]. (4) Reactant: [CH3:1][C@H:2]1[C@:14]23[CH:17]=[C:18]([CH3:21])[C@H:19]([OH:20])[C@@:13]2([OH:22])[C@H:12]([OH:23])[C:11]([CH2:24][OH:25])=[CH:10][C@H:9]([C:15]3=[O:16])[C@@H:5]2[C:6]([CH3:8])([CH3:7])[C@@H:4]2[CH2:3]1. Product: [CH3:12]/[CH:13]=[C:14](\[C:15]([O:20][C@@H:19]1[C@@:13]2([OH:22])[C@H:12]([OH:23])[C:11]([CH2:24][OH:25])=[CH:10][C@H:9]3[C@@H:5]4[C:6]([CH3:8])([CH3:7])[C@@H:4]4[CH2:3][C@@H:2]([CH3:1])[C@:14]2([C:15]3=[O:16])[CH:17]=[C:18]1[CH3:21])=[O:16])/[CH3:2]. The catalyst class is: 16.